Dataset: Forward reaction prediction with 1.9M reactions from USPTO patents (1976-2016). Task: Predict the product of the given reaction. (1) The product is: [F:1][C:2]1[CH:3]=[C:4]([CH2:15][O:16][C:17]2[CH:22]=[CH:21][C:20]([CH2:23][CH2:24][C:25]([OH:27])=[O:26])=[C:19]([CH3:30])[C:18]=2[CH3:31])[C:5]2[O:9][C:8]([C:10]([F:13])([F:11])[F:12])=[CH:7][C:6]=2[CH:14]=1. Given the reactants [F:1][C:2]1[CH:3]=[C:4]([CH2:15][O:16][C:17]2[CH:22]=[CH:21][C:20]([CH2:23][CH2:24][C:25]([O:27]CC)=[O:26])=[C:19]([CH3:30])[C:18]=2[CH3:31])[C:5]2[O:9][C:8]([C:10]([F:13])([F:12])[F:11])=[CH:7][C:6]=2[CH:14]=1.O1CCCC1.[OH-].[Li+], predict the reaction product. (2) Given the reactants [CH3:1][C:2]1[CH:7]=[C:6]([CH3:8])[N:5]=[C:4]([N:9]2[CH2:16][CH:15]3[CH:11]([CH2:12][NH:13][CH2:14]3)[CH2:10]2)[N:3]=1.CC(O)=O.[CH3:21][C:22]1[CH:30]=[C:29]([CH3:31])[CH:28]=[CH:27][C:23]=1[C:24](O)=[O:25], predict the reaction product. The product is: [CH3:21][C:22]1[CH:30]=[C:29]([CH3:31])[CH:28]=[CH:27][C:23]=1[C:24]([N:13]1[CH2:14][CH:15]2[CH:11]([CH2:10][N:9]([C:4]3[N:5]=[C:6]([CH3:8])[CH:7]=[C:2]([CH3:1])[N:3]=3)[CH2:16]2)[CH2:12]1)=[O:25]. (3) Given the reactants [CH2:1]([O:3][C:4](=[O:30])[CH:5]=[C:6]([C:23]1[CH:24]=[N:25][C:26]([NH2:29])=[CH:27][CH:28]=1)[CH2:7][CH2:8][CH2:9][CH2:10][CH2:11][CH2:12][C:13]1[CH:22]=[CH:21][C:20]2[C:15](=[N:16][CH:17]=[CH:18][CH:19]=2)[N:14]=1)[CH3:2], predict the reaction product. The product is: [CH2:1]([O:3][C:4](=[O:30])[CH2:5][CH:6]([C:23]1[CH:24]=[N:25][C:26]([NH2:29])=[CH:27][CH:28]=1)[CH2:7][CH2:8][CH2:9][CH2:10][CH2:11][CH2:12][C:13]1[CH:22]=[CH:21][C:20]2[CH2:19][CH2:18][CH2:17][NH:16][C:15]=2[N:14]=1)[CH3:2]. (4) Given the reactants O=C1C(=[C:11]([C:14]#[N:15])[C:12]#[N:13])C2C(=CC=C(S(N3CCCC3COC3C=CC=CC=3)(=O)=O)C=2)N1.[OH:32][C:33]1[CH:66]=[CH:65][C:36]([CH2:37][N:38]2[C:46]3[C:41](=[CH:42][C:43]([S:47]([N:50]4[CH2:54][CH2:53][CH2:52][CH:51]4[CH2:55][O:56][C:57]4[CH:58]=[N:59][CH:60]=[CH:61][CH:62]=4)(=[O:49])=[O:48])=[CH:44][CH:45]=3)[C:40](=O)[C:39]2=[O:64])=[CH:35][CH:34]=1, predict the reaction product. The product is: [OH:32][C:33]1[CH:34]=[CH:35][C:36]([CH2:37][N:38]2[C:46]3[C:41](=[CH:42][C:43]([S:47]([N:50]4[CH2:54][CH2:53][CH2:52][CH:51]4[CH2:55][O:56][C:57]4[CH:58]=[N:59][CH:60]=[CH:61][CH:62]=4)(=[O:49])=[O:48])=[CH:44][CH:45]=3)[C:40](=[C:11]([C:14]#[N:15])[C:12]#[N:13])[C:39]2=[O:64])=[CH:65][CH:66]=1.